This data is from Full USPTO retrosynthesis dataset with 1.9M reactions from patents (1976-2016). The task is: Predict the reactants needed to synthesize the given product. Given the product [C:26]([O:25][C:23](=[O:24])[N:11]([C:4]1[CH:5]=[CH:6][C:7]([N+:8]([O-:10])=[O:9])=[C:2]([CH3:1])[CH:3]=1)[CH2:12][C:13]1[CH:18]=[CH:17][C:16]([C:19]([F:20])([F:21])[F:22])=[CH:15][CH:14]=1)([CH3:29])([CH3:28])[CH3:27], predict the reactants needed to synthesize it. The reactants are: [CH3:1][C:2]1[CH:3]=[C:4]([NH:11][CH2:12][C:13]2[CH:18]=[CH:17][C:16]([C:19]([F:22])([F:21])[F:20])=[CH:15][CH:14]=2)[CH:5]=[CH:6][C:7]=1[N+:8]([O-:10])=[O:9].[C:23](O[C:23]([O:25][C:26]([CH3:29])([CH3:28])[CH3:27])=[O:24])([O:25][C:26]([CH3:29])([CH3:28])[CH3:27])=[O:24].CN(C1C=CC=CN=1)C.C(N(CC)CC)C.C(=O)=O.